This data is from Full USPTO retrosynthesis dataset with 1.9M reactions from patents (1976-2016). The task is: Predict the reactants needed to synthesize the given product. (1) Given the product [CH2:1]([C:3]1[CH:8]=[CH:7][CH:6]=[C:5]2[C:4]=1[O:9][C:12](=[O:13])[CH:11]=[C:10]2[OH:15])[CH3:2], predict the reactants needed to synthesize it. The reactants are: [CH2:1]([C:3]1[CH:8]=[CH:7][CH:6]=[CH:5][C:4]=1[OH:9])[CH3:2].[C:10](O)(=[O:15])[CH2:11][C:12](O)=[O:13].P(Cl)(Cl)(Cl)=O.C(=O)([O-])[O-].[Na+].[Na+]. (2) Given the product [CH3:17][C:12]1[CH:11]=[C:10]([CH:15]=[C:14]([CH3:16])[CH:13]=1)[C:9]([N:7]([C@H:4]([CH2:5][CH3:6])[C:2]([CH3:1])([CH3:3])[CH3:19])[NH:8][C:29]([C:28]1[CH:32]=[CH:33][C:34]([B:36]([OH:40])[OH:37])=[CH:35][C:27]=1[F:26])=[O:30])=[O:18], predict the reactants needed to synthesize it. The reactants are: [CH3:1][C:2]([CH3:19])([C@H:4]([N:7]([C:9](=[O:18])[C:10]1[CH:15]=[C:14]([CH3:16])[CH:13]=[C:12]([CH3:17])[CH:11]=1)[NH2:8])[CH2:5][CH3:6])[CH3:3].C(=O)([O-])[O-].[K+].[K+].[F:26][C:27]1[CH:35]=[C:34]([B:36]2[O:40]C(C)(C)C(C)(C)[O:37]2)[CH:33]=[CH:32][C:28]=1[C:29](Cl)=[O:30]. (3) Given the product [N:7]1([CH2:6][C:5]2[CH:4]=[CH:3][C:2]([OH:1])=[CH:22][CH:21]=2)[CH2:12][CH2:11][CH2:13][CH2:8][CH2:9]1, predict the reactants needed to synthesize it. The reactants are: [OH:1][C:2]1[CH:22]=[CH:21][C:5]([CH2:6][N:7]2[CH2:12][C@@H:11]3[CH2:13][C@H:8]2[CH2:9]N3C(OC(C)(C)C)=O)=[CH:4][CH:3]=1. (4) Given the product [C:1]([O:5][C:6]([NH:8][C:9]1[CH:14]=[C:13]([Cl:15])[CH:12]=[C:11]([CH2:16][Cl:18])[N:10]=1)=[O:7])([CH3:4])([CH3:3])[CH3:2], predict the reactants needed to synthesize it. The reactants are: [C:1]([O:5][C:6]([NH:8][C:9]1[CH:14]=[C:13]([Cl:15])[CH:12]=[C:11]([CH2:16]O)[N:10]=1)=[O:7])([CH3:4])([CH3:3])[CH3:2].[Cl:18]CCl.S(Cl)(Cl)=O.C(=O)(O)[O-].[Na+]. (5) Given the product [OH:29][C:25]1[CH:24]=[C:23]([C:20]2[N:19]=[N:18][C:17]([NH:15][NH:16][C:56](=[O:57])[CH2:55][O:54][C:47]3[C:48]4[C:53](=[CH:52][CH:51]=[CH:50][CH:49]=4)[N:44]=[CH:45][CH:46]=3)=[N:22][CH:21]=2)[CH:28]=[CH:27][CH:26]=1, predict the reactants needed to synthesize it. The reactants are: N(C1N=NC(C2C=CC=CC=2)=CN=1)N.[NH:15]([C:17]1[N:18]=[N:19][C:20]([C:23]2[CH:28]=[CH:27][CH:26]=[C:25]([OH:29])[CH:24]=2)=[CH:21][N:22]=1)[NH2:16].N1C2C(=CC(CC(O)=O)=CC=2)C=CC=1.[N:44]1[C:53]2[C:48](=[CH:49][CH:50]=[CH:51][CH:52]=2)[C:47]([O:54][CH2:55][C:56](O)=[O:57])=[CH:46][CH:45]=1. (6) Given the product [C:46]1([B-:33]([C:27]2[CH:28]=[CH:29][CH:30]=[CH:31][CH:32]=2)([C:34]2[CH:35]=[CH:36][CH:37]=[CH:38][CH:39]=2)[C:40]2[CH:45]=[CH:44][CH:43]=[CH:42][CH:41]=2)[CH:47]=[CH:48][CH:49]=[CH:50][CH:51]=1.[CH2:1]([N:5]1[C:18]([C:20]2[CH:25]=[CH:24][C:23]([CH3:26])=[CH:22][CH:21]=2)=[C:13]2[CH:14]=[CH:15][CH:16]=[CH:17][N+:12]2=[CH:9]1)[CH2:2][CH2:3][CH3:4], predict the reactants needed to synthesize it. The reactants are: [CH2:1]([NH2:5])[CH2:2][CH2:3][CH3:4].C=O.Cl.[CH2:9](O)C.[N:12]1[CH:17]=[CH:16][CH:15]=[CH:14][C:13]=1[C:18]([C:20]1[CH:25]=[CH:24][C:23]([CH3:26])=[CH:22][CH:21]=1)=O.[C:27]1([B-:33]([C:46]2[CH:51]=[CH:50][CH:49]=[CH:48][CH:47]=2)([C:40]2[CH:45]=[CH:44][CH:43]=[CH:42][CH:41]=2)[C:34]2[CH:39]=[CH:38][CH:37]=[CH:36][CH:35]=2)[CH:32]=[CH:31][CH:30]=[CH:29][CH:28]=1.[Na+]. (7) Given the product [Br:1][C:2]1[CH:3]=[C:4]([NH:8][C:21]([CH:18]2[CH2:20][CH2:19]2)=[O:22])[CH:5]=[N:6][CH:7]=1, predict the reactants needed to synthesize it. The reactants are: [Br:1][C:2]1[CH:3]=[C:4]([NH2:8])[CH:5]=[N:6][CH:7]=1.C(N(CC)C(C)C)(C)C.[CH:18]1([C:21](Cl)=[O:22])[CH2:20][CH2:19]1.